Dataset: Reaction yield outcomes from USPTO patents with 853,638 reactions. Task: Predict the reaction yield, written as a fraction of the theoretical maximum amount of product (1.0 means a 100% yield; for example, 0.34 means a 34% yield). (1) The reactants are [CH3:1][O:2][CH2:3][CH2:4][O:5][CH2:6][CH2:7][O:8][CH2:9][CH2:10][OH:11].[CH2:12]([O:14][C:15](=[O:19])[CH2:16][CH:17]=[CH2:18])[CH3:13]. The catalyst is O1CCCC1. The product is [CH2:12]([O:14][C:15](=[O:19])[CH2:16][CH2:17][CH2:18][O:11][CH2:10][CH2:9][O:8][CH2:7][CH2:6][O:5][CH2:4][CH2:3][O:2][CH3:1])[CH3:13]. The yield is 0.300. (2) The reactants are [CH2:1]([N:8]1[C:13](=[O:14])[C:12]([CH3:15])=[C:11]([C:16]#[N:17])[N:10]=[C:9]1[CH:18]([N:22]([CH2:32][CH2:33][NH2:34])[C:23](=[O:31])[C:24]1[CH:29]=[CH:28][C:27]([CH3:30])=[CH:26][CH:25]=1)[CH:19]([CH3:21])[CH3:20])[C:2]1[CH:7]=[CH:6][CH:5]=[CH:4][CH:3]=1.Cl.[N:36]1([C:41](N)=[NH:42])C=CC=N1.C(N(C(C)C)CC)(C)C. The catalyst is CN(C=O)C. The product is [CH2:1]([N:8]1[C:13](=[O:14])[C:12]([CH3:15])=[C:11]([C:16]#[N:17])[N:10]=[C:9]1[CH:18]([N:22]([CH2:32][CH2:33][NH:34][C:41]([NH2:42])=[NH:36])[C:23](=[O:31])[C:24]1[CH:29]=[CH:28][C:27]([CH3:30])=[CH:26][CH:25]=1)[CH:19]([CH3:21])[CH3:20])[C:2]1[CH:7]=[CH:6][CH:5]=[CH:4][CH:3]=1. The yield is 0.370.